This data is from Forward reaction prediction with 1.9M reactions from USPTO patents (1976-2016). The task is: Predict the product of the given reaction. (1) Given the reactants [CH2:1]([N:8]1[CH2:14][CH2:13][CH2:12][C:11](=[O:15])[CH2:10][CH2:9]1)[C:2]1[CH:7]=[CH:6][CH:5]=[CH:4][CH:3]=1.[H-].[Al+3].[Li+].[H-].[H-].[H-].O.[OH-].[Na+], predict the reaction product. The product is: [CH2:1]([N:8]1[CH2:14][CH2:13][CH2:12][CH:11]([OH:15])[CH2:10][CH2:9]1)[C:2]1[CH:3]=[CH:4][CH:5]=[CH:6][CH:7]=1. (2) Given the reactants Cl.[CH2:2]([O:9][C:10](=[O:16])[C@@H:11]1[CH2:15][CH2:14][CH2:13][NH:12]1)[C:3]1[CH:8]=[CH:7][CH:6]=[CH:5][CH:4]=1.[C:17]1([CH2:27][C:28]([OH:30])=O)[CH:22]=[CH:21][C:20]([CH2:23][C:24]([OH:26])=O)=[CH:19][CH:18]=1, predict the reaction product. The product is: [CH2:2]([O:9][C:10]([C@@H:11]1[CH2:15][CH2:14][CH2:13][N:12]1[C:28](=[O:30])[CH2:27][C:17]1[CH:18]=[CH:19][C:20]([CH2:23][C:24]([N:12]2[CH2:13][CH2:14][CH2:15][C@H:11]2[C:10]([O:9][CH2:2][C:3]2[CH:8]=[CH:7][CH:6]=[CH:5][CH:4]=2)=[O:16])=[O:26])=[CH:21][CH:22]=1)=[O:16])[C:3]1[CH:4]=[CH:5][CH:6]=[CH:7][CH:8]=1. (3) Given the reactants [CH2:1]([O:5][CH2:6][CH2:7][O:8][C:9]1[CH:14]=[CH:13][C:12]([C:15]2[CH:20]=[CH:19][C:18]([N:21]([CH3:29])[CH2:22][C:23]3[CH:24]=[N:25][N:26]([CH3:28])[CH:27]=3)=[C:17](/[CH:30]=[CH:31]/[C:32]([O:34]CC)=[O:33])[CH:16]=2)=[CH:11][CH:10]=1)[CH2:2][CH2:3][CH3:4].[OH-].[Na+].O.Cl, predict the reaction product. The product is: [CH2:1]([O:5][CH2:6][CH2:7][O:8][C:9]1[CH:14]=[CH:13][C:12]([C:15]2[CH:20]=[CH:19][C:18]([N:21]([CH3:29])[CH2:22][C:23]3[CH:24]=[N:25][N:26]([CH3:28])[CH:27]=3)=[C:17](/[CH:30]=[CH:31]/[C:32]([OH:34])=[O:33])[CH:16]=2)=[CH:11][CH:10]=1)[CH2:2][CH2:3][CH3:4]. (4) The product is: [CH:21]([NH:20][C:18]([N:15]1[CH2:16][CH2:17][CH:12]([NH:11][C:10]2[CH:9]=[CH:8][C:7]([CH2:6][CH2:5][NH:4][CH2:54][C@H:52]([OH:53])[CH2:51][O:50][C:47]3[CH:48]=[CH:49][C:44]([OH:43])=[CH:45][CH:46]=3)=[CH:25][CH:24]=2)[CH2:13][CH2:14]1)=[O:19])([CH3:22])[CH3:23]. Given the reactants C(O)=O.[NH2:4][CH2:5][CH2:6][C:7]1[CH:25]=[CH:24][C:10]([NH:11][CH:12]2[CH2:17][CH2:16][N:15]([C:18]([NH:20][CH:21]([CH3:23])[CH3:22])=[O:19])[CH2:14][CH2:13]2)=[CH:9][CH:8]=1.C([Si]([O:43][C:44]1[CH:49]=[CH:48][C:47]([O:50][CH2:51][CH:52]2[CH2:54][O:53]2)=[CH:46][CH:45]=1)(C1C=CC=CC=1)C1C=CC=CC=1)(C)(C)C, predict the reaction product. (5) Given the reactants [K+].[CH2:2]([N:9]([CH3:14])[CH2:10][C:11]([O-:13])=[O:12])[C:3]1[CH:8]=[CH:7][CH:6]=[CH:5][CH:4]=1.[Br:15][CH2:16][CH2:17]O.Cl.CN(C)CCCN=C=NCC.N1C=CC=CC=1, predict the reaction product. The product is: [Br:15][CH2:16][CH2:17][O:12][C:11](=[O:13])[CH2:10][N:9]([CH2:2][C:3]1[CH:8]=[CH:7][CH:6]=[CH:5][CH:4]=1)[CH3:14]. (6) The product is: [CH:1]1([O:6][C:7]2[CH:8]=[C:9]([CH:13]=[CH:14][CH:15]=2)[C:10]([NH:16][C@H:17]2[CH2:18][O:19][C@@H:20]3[C@@H:24]([NH:25][C:26]([CH:28]4[CH2:29][CH2:30]4)=[O:27])[CH2:23][O:22][C@H:21]23)=[O:12])[CH2:2][CH2:3][CH2:4][CH2:5]1. Given the reactants [CH:1]1([O:6][C:7]2[CH:8]=[C:9]([CH:13]=[CH:14][CH:15]=2)[C:10]([OH:12])=O)[CH2:5][CH2:4][CH2:3][CH2:2]1.[NH2:16][C@@H:17]1[C@H:21]2[O:22][CH2:23][C@H:24]([NH:25][C:26]([CH:28]3[CH2:30][CH2:29]3)=[O:27])[C@H:20]2[O:19][CH2:18]1, predict the reaction product. (7) Given the reactants [NH:1]1[C:5]([CH:6]=[O:7])=[CH:4][N:3]=[CH:2]1.I[CH:9]([CH3:11])[CH3:10].C(=O)([O-])[O-].[K+].[K+], predict the reaction product. The product is: [CH:9]([N:1]1[C:5]([CH:6]=[O:7])=[CH:4][N:3]=[CH:2]1)([CH3:11])[CH3:10].